Dataset: CYP3A4 inhibition data for predicting drug metabolism from PubChem BioAssay. Task: Regression/Classification. Given a drug SMILES string, predict its absorption, distribution, metabolism, or excretion properties. Task type varies by dataset: regression for continuous measurements (e.g., permeability, clearance, half-life) or binary classification for categorical outcomes (e.g., BBB penetration, CYP inhibition). Dataset: cyp3a4_veith. (1) The drug is Cc1ccc(NC(=O)CCC(=O)NNC(=O)c2cccs2)c(C)c1. The result is 0 (non-inhibitor). (2) The compound is C=O.N#[N+]c1ccc(Nc2ccccc2)cc1.O=S(=O)(O)O. The result is 0 (non-inhibitor). (3) The compound is CCOc1ccc(OCC)c(NC(=O)CN(C)S(=O)(=O)c2cnc[nH]2)c1. The result is 1 (inhibitor). (4) The drug is O=C(CC(=O)NC1CCCCC1)N/N=C/c1ccc(Cl)cc1. The result is 0 (non-inhibitor). (5) The drug is Clc1ccc(C(c2nnnn2C2CCCC2)N2CCN(Cc3ccncc3)CC2)cc1. The result is 1 (inhibitor).